This data is from Catalyst prediction with 721,799 reactions and 888 catalyst types from USPTO. The task is: Predict which catalyst facilitates the given reaction. (1) Reactant: [Cl:1][C:2]1[CH:7]=[C:6]([C:8]([OH:17])([C:13]([F:16])([F:15])[F:14])[C:9]([F:12])([F:11])[F:10])[CH:5]=[CH:4][C:3]=1[N:18]([CH2:29][CH3:30])[C:19](=O)[CH2:20][CH2:21][C:22]1[CH:27]=[CH:26][CH:25]=[CH:24][CH:23]=1. Product: [Cl:1][C:2]1[CH:7]=[C:6]([C:8]([OH:17])([C:9]([F:10])([F:11])[F:12])[C:13]([F:15])([F:16])[F:14])[CH:5]=[CH:4][C:3]=1[N:18]([CH2:29][CH3:30])[CH2:19][CH2:20][CH2:21][C:22]1[CH:23]=[CH:24][CH:25]=[CH:26][CH:27]=1. The catalyst class is: 1. (2) Reactant: Br[C:2]1[N:6]([CH3:7])[CH:5]=[N:4][CH:3]=1.C([Mg]Br)C.CON(C)[C:15]([C:17]1[S:21][CH:20]=[N:19][CH:18]=1)=[O:16]. Product: [CH3:7][N:6]1[C:2]([C:15]([C:17]2[S:21][CH:20]=[N:19][CH:18]=2)=[O:16])=[CH:3][N:4]=[CH:5]1. The catalyst class is: 2. (3) Product: [CH3:1][S:2]([O:31][CH2:30][CH2:29][CH2:28][O:27][C:26]1[CH:25]=[CH:24][C:23]([N:20]2[CH2:19][CH2:18][N:17]([C:14]3[CH:15]=[CH:16][C:11]4[N:12]([C:8]([C:7]([F:6])([F:34])[F:35])=[N:9][N:10]=4)[N:13]=3)[CH2:22][CH2:21]2)=[CH:33][CH:32]=1)(=[O:4])=[O:3]. Reactant: [CH3:1][S:2](Cl)(=[O:4])=[O:3].[F:6][C:7]([F:35])([F:34])[C:8]1[N:12]2[N:13]=[C:14]([N:17]3[CH2:22][CH2:21][N:20]([C:23]4[CH:33]=[CH:32][C:26]([O:27][CH2:28][CH2:29][CH2:30][OH:31])=[CH:25][CH:24]=4)[CH2:19][CH2:18]3)[CH:15]=[CH:16][C:11]2=[N:10][N:9]=1.C(N(CC)CC)C.O. The catalyst class is: 2. (4) Reactant: [CH:1]([C:4]1[CH:9]=[CH:8][C:7]([CH:10]2[C:14]3[C:15]([CH3:32])=[C:16]([N:21]4[C:29](=O)[C:28]5[C:23](=[CH:24][CH:25]=[CH:26][CH:27]=5)[C:22]4=O)[C:17]([CH3:20])=[C:18]([CH3:19])[C:13]=3[O:12][C:11]2([CH3:34])[CH3:33])=[CH:6][CH:5]=1)([CH3:3])[CH3:2]. Product: [CH:1]([C:4]1[CH:9]=[CH:8][C:7]([CH:10]2[C:14]3[C:15]([CH3:32])=[C:16]([N:21]4[CH2:22][C:23]5[C:28](=[CH:27][CH:26]=[CH:25][CH:24]=5)[CH2:29]4)[C:17]([CH3:20])=[C:18]([CH3:19])[C:13]=3[O:12][C:11]2([CH3:34])[CH3:33])=[CH:6][CH:5]=1)([CH3:3])[CH3:2]. The catalyst class is: 81. (5) Reactant: [NH2:1][C:2]1[CH:7]=[CH:6][N:5]=[CH:4][CH:3]=1.N1C=CC=CC=1.Cl[C:15]([O:17][CH2:18][C:19]([Cl:22])([Cl:21])[Cl:20])=[O:16].O. Product: [N:5]1[CH:6]=[CH:7][C:2]([NH:1][C:15](=[O:16])[O:17][CH2:18][C:19]([Cl:22])([Cl:21])[Cl:20])=[CH:3][CH:4]=1. The catalyst class is: 7. (6) Reactant: [Si]([O:8][CH2:9][C@H:10]1[O:14][C:13]([CH3:16])([CH3:15])[N:12]([C:17]([O:19][C:20]([CH3:23])([CH3:22])[CH3:21])=[O:18])[C@H:11]1[CH2:24][C:25]1[N:26]=[C:27]([CH3:30])[S:28][CH:29]=1)(C(C)(C)C)(C)C.CCCC[N+](CCCC)(CCCC)CCCC.[F-]. Product: [OH:8][CH2:9][C@H:10]1[O:14][C:13]([CH3:16])([CH3:15])[N:12]([C:17]([O:19][C:20]([CH3:21])([CH3:22])[CH3:23])=[O:18])[C@H:11]1[CH2:24][C:25]1[N:26]=[C:27]([CH3:30])[S:28][CH:29]=1. The catalyst class is: 1. (7) Reactant: [I:1][C:2]1[C:3]([OH:12])=[C:4]([O:10][CH3:11])[CH:5]=[C:6]([CH:9]=1)[CH:7]=[O:8].C([O-])([O-])=O.[K+].[K+].[CH2:19]([O:21][C:22](=[O:25])[CH2:23]Br)[CH3:20].C(O)C. Product: [I:1][C:2]1[CH:9]=[C:6]([CH:7]=[O:8])[CH:5]=[C:4]([O:10][CH3:11])[C:3]=1[O:12][CH2:23][C:22]([O:21][CH2:19][CH3:20])=[O:25]. The catalyst class is: 21. (8) Reactant: [Cl:1][C:2]1[C:7]([C:8](Cl)=[O:9])=[CH:6][C:5]([Cl:11])=[CH:4][N:3]=1.[C:12]([NH2:21])([C:15]1[CH:20]=[CH:19][CH:18]=[CH:17][CH:16]=1)([CH3:14])[CH3:13].C(N(CC)CC)C. Product: [Cl:1][C:2]1[N:3]=[CH:4][C:5]([Cl:11])=[CH:6][C:7]=1[C:8]([NH:21][C:12]([CH3:14])([C:15]1[CH:20]=[CH:19][CH:18]=[CH:17][CH:16]=1)[CH3:13])=[O:9]. The catalyst class is: 154. (9) Reactant: CN.O=C1C2C(=CC=CC=2)[C:6](=[O:13])[N:5]1[CH:14]1[CH2:19][CH2:18][CH:17]([O:20][C:21]2[CH:28]=[CH:27][C:24]([C:25]#[N:26])=[C:23]([F:29])[CH:22]=2)[CH2:16][CH2:15]1.C(OC([O:32][C:33]([CH3:36])([CH3:35])[CH3:34])=O)([O:32][C:33]([CH3:36])([CH3:35])[CH3:34])=O. Product: [C:25]([C:24]1[CH:27]=[CH:28][C:21]([O:20][CH:17]2[CH2:16][CH2:15][CH:14]([NH:5][C:6](=[O:13])[O:32][C:33]([CH3:36])([CH3:35])[CH3:34])[CH2:19][CH2:18]2)=[CH:22][C:23]=1[F:29])#[N:26]. The catalyst class is: 199. (10) Product: [Br:1][C:2]1[N:3]=[C:4]([OH:21])[C:5]([NH:8][S:9]([C:12]2[CH:13]=[C:14]([CH:18]=[CH:19][CH:20]=2)[C:15]([N:36]([CH2:31][CH3:32])[CH2:35][CH3:34])=[O:17])(=[O:10])=[O:11])=[N:6][CH:7]=1. The catalyst class is: 3. Reactant: [Br:1][C:2]1[N:3]=[C:4]([OH:21])[C:5]([NH:8][S:9]([C:12]2[CH:13]=[C:14]([CH:18]=[CH:19][CH:20]=2)[C:15]([OH:17])=O)(=[O:11])=[O:10])=[N:6][CH:7]=1.CN(C(ON1N=N[C:32]2C=[CH:34][CH:35]=[N:36][C:31]1=2)=[N+](C)C)C.F[P-](F)(F)(F)(F)F.CCN(C(C)C)C(C)C.C(NCC)C.